Dataset: Forward reaction prediction with 1.9M reactions from USPTO patents (1976-2016). Task: Predict the product of the given reaction. (1) Given the reactants [NH2:1][C:2]1[C:7]([NH:8][C:9](=O)[CH2:10][N:11]([CH3:22])[C:12](=[O:21])[O:13][CH2:14][C:15]2[CH:20]=[CH:19][CH:18]=[CH:17][CH:16]=2)=[CH:6][C:5]([Br:24])=[CH:4][N:3]=1, predict the reaction product. The product is: [Br:24][C:5]1[CH:6]=[C:7]2[NH:8][C:9]([CH2:10][N:11]([CH3:22])[C:12](=[O:21])[O:13][CH2:14][C:15]3[CH:20]=[CH:19][CH:18]=[CH:17][CH:16]=3)=[N:1][C:2]2=[N:3][CH:4]=1. (2) Given the reactants [Cl:1][C:2]1[CH:7]=[C:6]2[NH:8][C:9](=[O:45])[C:10]3([CH:15]([C:16]4[CH:21]=[C:20]([Cl:22])[CH:19]=[CH:18][C:17]=4[O:23][C:24]([CH2:34][CH3:35])([C:27]([NH:29][S:30]([CH3:33])(=[O:32])=[O:31])=[O:28])[CH2:25][CH3:26])[CH2:14][C:13](=[O:36])[NH:12][CH:11]3[C:37]3[CH:42]=[C:41]([F:43])[CH:40]=[CH:39][C:38]=3[CH3:44])[C:5]2=[CH:4][CH:3]=1.[C:46](OC(=O)C)(=[O:48])[CH3:47], predict the reaction product. The product is: [C:46]([N:8]1[C:6]2[C:5](=[CH:4][CH:3]=[C:2]([Cl:1])[CH:7]=2)[C:10]2([CH:15]([C:16]3[CH:21]=[C:20]([Cl:22])[CH:19]=[CH:18][C:17]=3[O:23][C:24]([CH2:34][CH3:35])([C:27]([NH:29][S:30]([CH3:33])(=[O:32])=[O:31])=[O:28])[CH2:25][CH3:26])[CH2:14][C:13](=[O:36])[NH:12][CH:11]2[C:37]2[CH:42]=[C:41]([F:43])[CH:40]=[CH:39][C:38]=2[CH3:44])[C:9]1=[O:45])(=[O:48])[CH3:47]. (3) Given the reactants [Cl:1][C:2]1[CH:3]=[CH:4][C:5]([C:28]([F:31])([F:30])[F:29])=[C:6]([CH:27]=1)[CH2:7][N:8]1[CH2:13][CH2:12][NH:11][C:10]2[N:14]=[CH:15][C:16]([C:18]3[CH:19]=[C:20]([CH:24]=[CH:25][CH:26]=3)[C:21]([OH:23])=O)=[CH:17][C:9]1=2.[CH:32]1([NH2:38])[CH2:37][CH2:36][CH2:35][CH2:34][CH2:33]1, predict the reaction product. The product is: [Cl:1][C:2]1[CH:3]=[CH:4][C:5]([C:28]([F:31])([F:30])[F:29])=[C:6]([CH:27]=1)[CH2:7][N:8]1[CH2:13][CH2:12][NH:11][C:10]2[N:14]=[CH:15][C:16]([C:18]3[CH:19]=[C:20]([CH:24]=[CH:25][CH:26]=3)[C:21]([NH:38][CH:32]3[CH2:37][CH2:36][CH2:35][CH2:34][CH2:33]3)=[O:23])=[CH:17][C:9]1=2. (4) Given the reactants C(N[C:10]1[N:15]=[C:14]([N:16]2[CH2:21][CH2:20][CH2:19][N:18]3[C:22](=[O:32])[CH:23]=[C:24]([C:26]4[CH:31]=[CH:30][CH:29]=[CH:28][CH:27]=4)[CH:25]=[C:17]23)[CH:13]=[CH:12][N:11]=1)CC1C=CC=CC=1.ClC1N=CN=C(N2CCCN3C(=O)C=C(C4C=CC=CC=4)C=C23)C=1.[Cl:57][C:58]1[CH:63]=[CH:62][CH:61]=[CH:60][C:59]=1[CH2:64][CH2:65][NH2:66], predict the reaction product. The product is: [Cl:57][C:58]1[CH:63]=[CH:62][CH:61]=[CH:60][C:59]=1[CH2:64][CH2:65][NH:66][C:12]1[N:11]=[CH:10][N:15]=[C:14]([N:16]2[CH2:21][CH2:20][CH2:19][N:18]3[C:22](=[O:32])[CH:23]=[C:24]([C:26]4[CH:31]=[CH:30][CH:29]=[CH:28][CH:27]=4)[CH:25]=[C:17]23)[CH:13]=1. (5) Given the reactants [CH2:1]([O:4][C:5](=[O:35])[C@H:6]([CH2:15][C:16]1[CH:21]=[CH:20][C:19]([O:22][C:23](OC2C=CC([N+]([O-])=O)=CC=2)=[O:24])=[CH:18][CH:17]=1)[NH:7][C:8]([O:10][C:11]([CH3:14])([CH3:13])[CH3:12])=[O:9])[CH:2]=[CH2:3].[NH2:36][CH2:37][CH2:38][CH:39]([N:43]([C:45]([O:47][C:48]([CH3:51])([CH3:50])[CH3:49])=[O:46])[CH3:44])[C:40]([OH:42])=[O:41], predict the reaction product. The product is: [CH2:1]([O:4][C:5](=[O:35])[C@@H:6]([NH:7][C:8]([O:10][C:11]([CH3:14])([CH3:13])[CH3:12])=[O:9])[CH2:15][C:16]1[CH:21]=[CH:20][C:19]([O:22][C:23]([NH:36][CH2:37][CH2:38][CH:39]([N:43]([C:45]([O:47][C:48]([CH3:51])([CH3:50])[CH3:49])=[O:46])[CH3:44])[C:40]([OH:42])=[O:41])=[O:24])=[CH:18][CH:17]=1)[CH:2]=[CH2:3]. (6) The product is: [Br:38][CH2:29][CH2:28][CH2:27][O:26][C:23]1[CH:24]=[CH:25][C:20]([C:31]2[CH:36]=[CH:35][CH:34]=[CH:33][CH:32]=2)=[CH:21][CH:22]=1. Given the reactants C1(P(C2C=CC=CC=2)C2C=CC=CC=2)C=CC=CC=1.[C:20]1([C:31]2[CH:36]=[CH:35][CH:34]=[CH:33][CH:32]=2)[CH:25]=[CH:24][C:23]([O:26][CH2:27][CH2:28][CH2:29]O)=[CH:22][CH:21]=1.C(Br)(Br)(Br)[Br:38], predict the reaction product. (7) Given the reactants [F:1][C:2]([F:7])([F:6])[C:3]([OH:5])=[O:4].[F:8][C:9]([F:14])([F:13])[C:10]([OH:12])=[O:11].[F:15][C:16]([F:21])([F:20])[C:17]([OH:19])=[O:18].[CH3:22][C:23]1[CH:32]=[C:31]([CH2:33][O:34][C:35]2[CH:40]=[CH:39][C:38]([C:41]3([N:50]4[CH2:55][CH2:54][NH:53][CH2:52][CH2:51]4)[C:46](=[O:47])[NH:45][C:44](=[O:48])[NH:43][C:42]3=[O:49])=[CH:37][CH:36]=2)[C:30]2[C:25](=[CH:26][CH:27]=[CH:28][CH:29]=2)[N:24]=1.[CH3:56][C:57]([CH3:59])=O, predict the reaction product. The product is: [F:1][C:2]([F:7])([F:6])[C:3]([OH:5])=[O:4].[F:8][C:9]([F:14])([F:13])[C:10]([OH:12])=[O:11].[F:15][C:16]([F:21])([F:20])[C:17]([OH:19])=[O:18].[CH:57]([N:53]1[CH2:54][CH2:55][N:50]([C:41]2([C:38]3[CH:37]=[CH:36][C:35]([O:34][CH2:33][C:31]4[C:30]5[C:25](=[CH:26][CH:27]=[CH:28][CH:29]=5)[N:24]=[C:23]([CH3:22])[CH:32]=4)=[CH:40][CH:39]=3)[C:46](=[O:47])[NH:45][C:44](=[O:48])[NH:43][C:42]2=[O:49])[CH2:51][CH2:52]1)([CH3:59])[CH3:56]. (8) The product is: [NH:11]1[CH2:12][CH2:13][CH:14]([NH:17][C:18](=[O:19])[NH:20][CH2:21][CH2:22][NH:23][C:24]([C:26]2[N:34]=[C:33]3[C:29]([N:30]=[CH:31][N:32]3[C@@H:35]3[CH2:39][C@H:38]([NH:40][C:41](=[O:44])[CH2:42][CH3:43])[CH:37]([OH:45])[CH:36]3[OH:46])=[C:28]([NH:47][CH2:48][CH:49]([C:50]3[CH:51]=[CH:52][CH:53]=[CH:54][CH:55]=3)[C:56]3[CH:57]=[CH:58][CH:59]=[CH:60][CH:61]=3)[N:27]=2)=[O:25])[CH2:15][CH2:16]1. Given the reactants C(OC([N:11]1[CH2:16][CH2:15][CH:14]([NH:17][C:18]([NH:20][CH2:21][CH2:22][NH:23][C:24]([C:26]2[N:34]=[C:33]3[C:29]([N:30]=[CH:31][N:32]3[C@@H:35]3[CH2:39][C@H:38]([NH:40][C:41](=[O:44])[CH2:42][CH3:43])[C@@H:37]([OH:45])[C@H:36]3[OH:46])=[C:28]([NH:47][CH2:48][CH:49]([C:56]3[CH:61]=[CH:60][CH:59]=[CH:58][CH:57]=3)[C:50]3[CH:55]=[CH:54][CH:53]=[CH:52][CH:51]=3)[N:27]=2)=[O:25])=[O:19])[CH2:13][CH2:12]1)=O)C1C=CC=CC=1, predict the reaction product.